Dataset: Forward reaction prediction with 1.9M reactions from USPTO patents (1976-2016). Task: Predict the product of the given reaction. (1) Given the reactants [CH2:1]([OH:5])[CH2:2][CH:3]=[CH2:4].[H-].[Na+].[Cl:8][C:9]1[CH:14]=[CH:13][C:12](F)=[C:11]([N+:16]([O-:18])=[O:17])[CH:10]=1, predict the reaction product. The product is: [CH2:1]([O:5][C:12]1[CH:13]=[CH:14][C:9]([Cl:8])=[CH:10][C:11]=1[N+:16]([O-:18])=[O:17])[CH2:2][CH:3]=[CH2:4]. (2) Given the reactants [C:1]([C@H:4]1[C@@H:8]2[C@@H:9]3[C@@:22]([CH3:25])([CH2:23][CH2:24][C@@:7]2([C:31]([OH:33])=[O:32])[CH2:6][CH2:5]1)[C@@:21]1([CH3:26])[C@@H:12]([C@:13]2([CH3:30])[C@@H:18]([CH2:19][CH2:20]1)[C:17]([CH3:28])([CH3:27])[C@@H:16]([OH:29])[CH2:15][CH2:14]2)[CH2:11][CH2:10]3)(=[O:3])[CH3:2].C(=O)([O-])[O-].[K+].[K+].Br[CH2:41][C:42]1[CH:47]=[CH:46][CH:45]=[CH:44][CH:43]=1.O, predict the reaction product. The product is: [C:1]([C@H:4]1[C@@H:8]2[C@@H:9]3[C@@:22]([CH3:25])([CH2:23][CH2:24][C@@:7]2([C:31]([O:33][CH2:41][C:42]2[CH:47]=[CH:46][CH:45]=[CH:44][CH:43]=2)=[O:32])[CH2:6][CH2:5]1)[C@@:21]1([CH3:26])[C@@H:12]([C@:13]2([CH3:30])[C@@H:18]([CH2:19][CH2:20]1)[C:17]([CH3:27])([CH3:28])[C@@H:16]([OH:29])[CH2:15][CH2:14]2)[CH2:11][CH2:10]3)(=[O:3])[CH3:2]. (3) Given the reactants C(#N)C.[Cl:4][C:5]1[CH:11]=[CH:10][C:8]([NH2:9])=[CH:7][CH:6]=1.[C:12](Cl)(=[O:17])[C:13]([CH3:16])([CH3:15])[CH3:14], predict the reaction product. The product is: [Cl:4][C:5]1[CH:11]=[CH:10][C:8]([NH:9][C:12](=[O:17])[C:13]([CH3:16])([CH3:15])[CH3:14])=[CH:7][CH:6]=1. (4) Given the reactants [NH2:1][C:2]1[CH:10]=[CH:9][C:8]([F:11])=[CH:7][C:3]=1[C:4](O)=[O:5].C(O)(=O)C.[CH:16](N)=[NH:17], predict the reaction product. The product is: [F:11][C:8]1[CH:7]=[C:3]2[C:2](=[CH:10][CH:9]=1)[NH:1][CH:16]=[N:17][C:4]2=[O:5]. (5) Given the reactants [Cl:1][C:2]1[CH:3]=[CH:4][C:5]([CH2:8][CH2:9][N:10]2[CH2:15][CH2:14][N:13]([C:16]3[CH:21]=[CH:20][C:19]4[C:22]5[CH2:23][N:24]([CH3:30])[CH2:25][CH2:26][CH2:27][C:28]=5[O:29][C:18]=4[CH:17]=3)[C:12](=[O:31])[CH2:11]2)=[N:6][CH:7]=1.Cl, predict the reaction product. The product is: [ClH:1].[Cl:1][C:2]1[CH:3]=[CH:4][C:5]([CH2:8][CH2:9][N:10]2[CH2:15][CH2:14][N:13]([C:16]3[CH:21]=[CH:20][C:19]4[C:22]5[CH2:23][N:24]([CH3:30])[CH2:25][CH2:26][CH2:27][C:28]=5[O:29][C:18]=4[CH:17]=3)[C:12](=[O:31])[CH2:11]2)=[N:6][CH:7]=1. (6) Given the reactants [I:1][C:2]1[CH:3]=[C:4]([CH:8]([O:18][CH:19]2[CH2:24][CH2:23][N:22]([CH3:25])[CH2:21][CH2:20]2)[C:9]2[NH:13][C:12]3[CH:14]=[CH:15][CH:16]=[CH:17][C:11]=3[N:10]=2)[CH:5]=[CH:6][CH:7]=1.[H-].[Na+].Br[CH2:29][CH2:30][O:31][CH2:32][CH3:33], predict the reaction product. The product is: [CH2:30]([O:31][CH2:32][CH2:33][N:10]1[C:11]2[CH:17]=[CH:16][CH:15]=[CH:14][C:12]=2[N:13]=[C:9]1[CH:8]([C:4]1[CH:5]=[CH:6][CH:7]=[C:2]([I:1])[CH:3]=1)[O:18][CH:19]1[CH2:24][CH2:23][N:22]([CH3:25])[CH2:21][CH2:20]1)[CH3:29]. (7) Given the reactants [Na].C([C:4](CC)([C:8]([O-])=[O:9])[C:5]([O-])=[O:6])C.[CH2:13]([NH:20][C:21]([NH2:23])=[O:22])[C:14]1[CH:19]=[CH:18][CH:17]=[CH:16][CH:15]=1.Cl, predict the reaction product. The product is: [CH2:13]([N:20]1[C:5](=[O:6])[CH2:4][C:8](=[O:9])[NH:23][C:21]1=[O:22])[C:14]1[CH:19]=[CH:18][CH:17]=[CH:16][CH:15]=1. (8) Given the reactants [CH:1]([NH:3][CH2:4][C:5]([C:7]1[CH:12]=[CH:11][CH:10]=[C:9]([NH:13][C:14]2[CH:23]=[CH:22][C:21]3[C:16](=[CH:17][CH:18]=[CH:19][CH:20]=3)[N:15]=2)[CH:8]=1)=O)=O.C1(C)C(C)=CC=CC=1.C(O)(=O)C.[CH3:36][NH2:37], predict the reaction product. The product is: [CH3:36][N:37]1[C:5]([C:7]2[CH:8]=[C:9]([NH:13][C:14]3[CH:23]=[CH:22][C:21]4[C:16](=[CH:17][CH:18]=[CH:19][CH:20]=4)[N:15]=3)[CH:10]=[CH:11][CH:12]=2)=[CH:4][N:3]=[CH:1]1. (9) Given the reactants [NH2:1][C:2]1([C:6]2[CH:7]=[C:8]([C:12]3[CH:16]=[C:15]([O:17][C:18]4[CH:23]=[CH:22][C:21]([C:24]([F:27])([F:26])[F:25])=[CH:20][CH:19]=4)[N:14]([CH2:28][C:29]([N:31]([CH3:33])[CH3:32])=[O:30])[N:13]=3)[CH:9]=[CH:10][CH:11]=2)[CH2:5][O:4][CH2:3]1.C(N(CC)CC)C.[F:41][C:42]([F:49])([F:48])[CH2:43][S:44](Cl)(=[O:46])=[O:45].O, predict the reaction product. The product is: [F:27][C:24]([F:25])([F:26])[C:21]1[CH:20]=[CH:19][C:18]([O:17][C:15]2[N:14]([CH2:28][C:29]([N:31]([CH3:33])[CH3:32])=[O:30])[N:13]=[C:12]([C:8]3[CH:9]=[CH:10][CH:11]=[C:6]([C:2]4([NH:1][S:44]([CH2:43][C:42]([F:49])([F:48])[F:41])(=[O:46])=[O:45])[CH2:5][O:4][CH2:3]4)[CH:7]=3)[CH:16]=2)=[CH:23][CH:22]=1. (10) Given the reactants [CH2:1]1[O:8][C@@H:7]2[O:9][C@H:2]1[CH:3]=[CH:4][C:5]2=[O:6].C(O)(=[O:12])C, predict the reaction product. The product is: [CH2:1]1[O:8][C@@H:7]2[O:9][C@H:2]1[CH:3]=[CH:4][C:5]2=[O:6].[C@@H:7]12[O:8][CH2:1][C@@H:2]([O:9]1)[C@@H:3]([OH:12])[CH2:4][C:5]2=[O:6].